This data is from Reaction yield outcomes from USPTO patents with 853,638 reactions. The task is: Predict the reaction yield, written as a fraction of the theoretical maximum amount of product (1.0 means a 100% yield; for example, 0.34 means a 34% yield). (1) The reactants are C(C1C=C(OC)C=C(C(C)(C)C)C=1[C:17]1[CH:25]=[C:24]([N:26]([C:35]2[CH:40]=[CH:39][CH:38]=[CH:37][CH:36]=2)[CH:27]2[CH2:32][CH2:31][N:30]([CH3:33])[CH2:29][CH:28]2[CH3:34])[CH:23]=[CH:22][C:18]=1[C:19]([O-])=[O:20])(C)(C)C.C[O-].[Na+].[CH2:44]([NH:46][CH2:47][CH3:48])[CH3:45].F[P-](F)(F)(F)(F)F.N1(O[P+](N(C)C)(N(C)C)N(C)C)C2C=CC=CC=2N=N1. The catalyst is C1(C)C=CC=CC=1.CN1CCCC1=O.C1COCC1.CCOCC.C(N(CC)CC)C. The product is [CH3:33][N:30]1[CH2:31][CH2:32][CH:27]([N:26]([C:35]2[CH:40]=[CH:39][CH:38]=[CH:37][CH:36]=2)[C:24]2[CH:23]=[CH:22][C:18]([C:19]([N:46]([CH2:47][CH3:48])[CH2:44][CH3:45])=[O:20])=[CH:17][CH:25]=2)[CH:28]([CH3:34])[CH2:29]1. The yield is 0.900. (2) The reactants are [N:1]1[CH:6]=[CH:5][CH:4]=[C:3]([C:7]2[CH2:11][CH:10]([C:12]3[CH:17]=[CH:16][CH:15]=[CH:14][C:13]=3[OH:18])[NH:9][N:8]=2)[CH:2]=1.[N:19]1[CH:24]=[CH:23][CH:22]=[CH:21][C:20]=1[C:25]1[S:29][C:28]([S:30](Cl)(=[O:32])=[O:31])=[CH:27][CH:26]=1. The catalyst is N1C=CC=CC=1.C(=O)(O)[O-].[Na+]. The product is [N:1]1[CH:6]=[CH:5][CH:4]=[C:3]([C:7]2[CH2:11][CH:10]([C:12]3[CH:17]=[CH:16][CH:15]=[CH:14][C:13]=3[OH:18])[N:9]([S:30]([C:28]3[S:29][C:25]([C:20]4[CH:21]=[CH:22][CH:23]=[CH:24][N:19]=4)=[CH:26][CH:27]=3)(=[O:31])=[O:32])[N:8]=2)[CH:2]=1. The yield is 0.300. (3) The reactants are [C:1]([C:3]1[CH:8]=[CH:7][C:6]([NH:9][C:10]([CH:12]2[NH:16][CH:15]([CH2:17][C:18]([CH3:21])([CH3:20])[CH3:19])[C:14]3([C:29]4[C:24](=[CH:25][C:26]([Cl:30])=[CH:27][CH:28]=4)[NH:23][C:22]3=[O:31])[CH:13]2[C:32]2[CH:37]=[CH:36][CH:35]=[C:34]([Cl:38])[C:33]=2[F:39])=[O:11])=[C:5]([O:40][C:41]([F:44])([F:43])[F:42])[CH:4]=1)#[N:2].[OH:45]O.[OH-].[Na+]. The catalyst is CS(C)=O. The product is [C:1]([C:3]1[CH:8]=[CH:7][C:6]([NH:9][C:10]([CH:12]2[NH:16][CH:15]([CH2:17][C:18]([CH3:21])([CH3:20])[CH3:19])[C:14]3([C:29]4[C:24](=[CH:25][C:26]([Cl:30])=[CH:27][CH:28]=4)[NH:23][C:22]3=[O:31])[CH:13]2[C:32]2[CH:37]=[CH:36][CH:35]=[C:34]([Cl:38])[C:33]=2[F:39])=[O:11])=[C:5]([O:40][C:41]([F:42])([F:43])[F:44])[CH:4]=1)(=[O:45])[NH2:2]. The yield is 0.220. (4) The reactants are [CH3:1][N:2]1[CH2:15][CH2:14][C:5]2[NH:6][C:7]3[C:8]([CH3:13])=[CH:9][CH:10]=[CH:11][C:12]=3[C:4]=2[CH2:3]1.[OH-].[K+].[F:18][C:19]([F:29])([F:28])[C:20]1[CH:25]=[CH:24][C:23]([CH:26]=[CH2:27])=[CH:22][N:21]=1.O. The catalyst is CN1C(=O)CCC1. The product is [F:29][C:19]([F:18])([F:28])[C:20]1[N:21]=[CH:22][C:23]([CH2:26][CH2:27][N:6]2[C:7]3[C:8]([CH3:13])=[CH:9][CH:10]=[CH:11][C:12]=3[C:4]3[CH2:3][N:2]([CH3:1])[CH2:15][CH2:14][C:5]2=3)=[CH:24][CH:25]=1. The yield is 0.0820.